From a dataset of Catalyst prediction with 721,799 reactions and 888 catalyst types from USPTO. Predict which catalyst facilitates the given reaction. Reactant: N#N.I[C:4]1[CH:5]=[C:6]([NH2:12])[CH:7]=[CH:8][C:9]=1[O:10][CH3:11].C(=O)([O-])[O-].[K+].[K+].[C:32]1(P([C:32]2[CH:37]=[CH:36][CH:35]=[CH:34][CH:33]=2)[C:32]2[CH:37]=[CH:36][CH:35]=[CH:34][CH:33]=2)[CH:37]=[CH:36][CH:35]=[CH:34][CH:33]=1.[CH2:38]([OH:40])[CH3:39]. Product: [NH2:12][C:6]1[CH:7]=[CH:8][C:9]([O:10][CH3:11])=[C:4]([C:36]2[CH:35]=[CH:34][CH:33]=[C:32]([C:38](=[O:40])[CH3:39])[CH:37]=2)[CH:5]=1. The catalyst class is: 584.